This data is from Full USPTO retrosynthesis dataset with 1.9M reactions from patents (1976-2016). The task is: Predict the reactants needed to synthesize the given product. (1) Given the product [N+:8]([C:6]1[CH:5]=[CH:4][C:3]2[O:17][C:16]([C:15]([F:14])([F:28])[F:29])([C:18]3[CH:23]=[CH:22][CH:21]=[C:20]([C:24]([F:25])([F:26])[F:27])[CH:19]=3)[CH2:1][C:2]=2[CH:7]=1)([O-:10])=[O:9], predict the reactants needed to synthesize it. The reactants are: [CH3:1][C:2]1[CH:7]=[C:6]([N+:8]([O-:10])=[O:9])[CH:5]=[CH:4][C:3]=1[N+]([O-])=O.[F:14][C:15]([F:29])([F:28])[C:16]([C:18]1[CH:23]=[CH:22][CH:21]=[C:20]([C:24]([F:27])([F:26])[F:25])[CH:19]=1)=[O:17].CCN(C(C)C)C(C)C.[F-].C([N+](CCCC)(CCCC)CCCC)CCC. (2) Given the product [F:1][C:2]1[CH:10]=[C:9]2[C:5]([C:6]([C:12]3[N:13]=[C:14]4[C:20]([C:21]([NH:35][C:36]([CH3:49])([CH3:48])[CH2:37][CH2:38][CH2:39][NH:40][C:41](=[O:47])[O:42][C:43]([CH3:45])([CH3:44])[CH3:46])=[O:23])=[CH:19][NH:18][C:15]4=[N:16][CH:17]=3)=[N:7][N:8]2[CH3:11])=[CH:4][CH:3]=1, predict the reactants needed to synthesize it. The reactants are: [F:1][C:2]1[CH:10]=[C:9]2[C:5]([C:6]([C:12]3[N:13]=[C:14]4[C:20]([C:21]([OH:23])=O)=[CH:19][NH:18][C:15]4=[N:16][CH:17]=3)=[N:7][N:8]2[CH3:11])=[CH:4][CH:3]=1.CCN=C=NCCCN(C)C.[NH2:35][C:36]([CH3:49])([CH3:48])[CH2:37][CH2:38][CH2:39][NH:40][C:41](=[O:47])[O:42][C:43]([CH3:46])([CH3:45])[CH3:44].O.